Binary Classification. Given a miRNA mature sequence and a target amino acid sequence, predict their likelihood of interaction. From a dataset of Experimentally validated miRNA-target interactions with 360,000+ pairs, plus equal number of negative samples. (1) The miRNA is hsa-miR-1257 with sequence AGUGAAUGAUGGGUUCUGACC. The protein sequence of the target gene is MRNWCLCQICTCGSDYRPYEIVKQPRHIPEEYKPKQGKIDLGTTYKRDFNPYKVQPLIKVRPVERQQVKKGKLDTVPTYKDDYRSWDIQKCELCKPEQAYHPPDVKFGNSTTFQDDYVPQEIKPRQSFKPCSVVKCSVGPFNGDTSHRRDYVPHQLEVKFARPKEIYKPTDQPFEDLTTHRNDFQGLAGETAKICRPAYTRVTQNIQFKGSTEFRDSFQPWEIPPPKVKKVAEYVPPSGSMQLNSTSHLDYVPYQASRVVAIRPVSHRRQSNFPFQGKSTTKEDFPAWEICRQGLIKQQQ.... Result: 0 (no interaction). (2) The miRNA is hsa-miR-3692-3p with sequence GUUCCACACUGACACUGCAGAAGU. The protein sequence of the target gene is MASGRLIKFVVFELLEFAAFSIPTLVITEQFATAYQGTRARSDNTHYWLIISCSIAYVALVTLLIWVPVKVILHKKRYIYRKIKGWRPVLMMCVVLTTLPCLTFSIAVTEVQKSINGSADVLPDMLPDLPVSLVLLSLIMVDIIEKLRIYPLRGSQKSSENGHIHSTSLQHIKTVTEQVRQSPENAASPQATNSTQVSQPSGAMTRSQESVFMGPQEPSCDSGILRMMSRRDVRAELFLWSFLLWSDTIEMVRVAGHPNVYKSSWLYPVYIFSFISLLRITFTPQNPLLNSLSVLLQDLP.... Result: 1 (interaction). (3) The miRNA is hsa-miR-370-3p with sequence GCCUGCUGGGGUGGAACCUGGU. The protein sequence of the target gene is MAPARCFSARLRTVFQGVGHWALSTWAGLKPSRLLPQRASPRLLSVGRADLAKHQELPGKKLLSEKKLKRYFVDYRRVLVCGGNGGAGASCFHSEPRKEFGGPDGGDGGNGGHVILRVDQQVKSLSSVLSRYQGFSGEDGGSKNCFGRSGAVLYIRVPVGTLVKEGGRVVADLSCVGDEYIAALGGAGGKGNRFFLANNNRAPVTCTPGQPGQQRVLHLELKTVAHAGMVGFPNAGKSSLLRAISNARPAVASYPFTTLKPHVGIVHYEGHLQIAVADIPGIIRGAHQNRGLGSAFLRHI.... Result: 1 (interaction). (4) The miRNA is mmu-miR-3086-3p with sequence CCCAAUGAGCCUACAGUCUAAG. The protein sequence of the target gene is MTDLEKPSITGHMFDVVVIGGGISGLAAAKLLSEYKINVLVLEARDRVGGRTYTVRNEHVKWVDVGGAYVGPTQNRILRLSKELGIETYKVNVNERLVQYVKGKTYPFRGAFPPVWNPLAYLDYNNLWRTMDDMGKEIPVDAPWQARHAEEWDKITMKDLIDKICWTKTAREFAYLFVNINVTSEPHEVSALWFLWYVRQCGGTSRIFSVTNGGQERKFVGGSGQISEQIMVLLGDKVKLSSPVTYIDQTDDNIIIETLNHEHYECKYVISAIPPVLTAKIHFKPELPPERNQLIQRLPM.... Result: 1 (interaction). (5) The miRNA is hsa-miR-3170 with sequence CUGGGGUUCUGAGACAGACAGU. The protein sequence of the target gene is MAGPEPPMPLSRGGPGSASLSPPRGDRTLLVRHLPAELTAEEKEDLLKYFGAQSVRVLSDKGRLKHTAFATFPNEKAAIKALTRLHQLKLLGHTLVVEFAKEQDRVHSPCSTSNTEKKKRLDDTVENDKEKKEPDILTVENGIAPNHGLTFPLNSCLKYMYPPPSSTILANIVNALASVPKFYVQVLHLMNKMNLPTPFGPITARPPMYEDYMPLHAPLPPTSPQPPEEPPLPDEDEDLSSKESEYESSDEEDRQRMNRLMELANLQPKRPKTEKPRHVRKKRKIKDMLNIPSSASHSLH.... Result: 0 (no interaction). (6) The miRNA is hsa-miR-8068 with sequence UGUUUGUUGUAAGGAUCGUUGU. Result: 1 (interaction). The protein sequence of the target gene is MLTRNCLSLLLWVLFDGGLLTPLQPQPQQTLATEPRENVIHLPGQRSHFQRVKRGWVWNQFFVLEEYVGSEPQYVGKLHSDLDKGEGTVKYTLSGDGAGTVFTIDETTGDIHAIRSLDREEKPFYTLRAQAVDIETRKPLEPESEFIIKVQDINDNEPKFLDGPYVATVPEMSPVGAYVLQVKATDADDPTYGNSARVVYSILQGQPYFSIDPKTGVIRTALPNMDREVKEQYQVLIQAKDMGGQLGGLAGTTIVNITLTDVNDNPPRFPKSIFHLKVPESSPIGSAIGRIRAVDPDFGQ.... (7) The miRNA is hsa-miR-132-3p with sequence UAACAGUCUACAGCCAUGGUCG. The protein sequence of the target gene is MDQSGMEIPVTLIIKAPNQKYSDQTISCFLNWTVGKLKTHLSNVYPSKPLTKDQRLVYSGRLLPDHLQLKDILRKQDEYHMVHLVCASRSPPSSPKSSTDRGSHEALASSTSSNSDHSDSTTPSPSQESLSLVTGSSEGLRQRTLSQAQTDPAQSHQFPYVIQGNVDHQFPGQGVPPAFPVYPALSPLQMLWWQQMYAHQYYMQYQAAVSAQATSSAGSAQRAASSPLNLAHVPGEEPPPAPNLVAQENGPMNENVQMNAQGGPVLNEEDLNRDWLDWVYTFSRAAVLLSIVYFYSSFSR.... Result: 0 (no interaction). (8) The protein sequence of the target gene is MPQLGGGRGGAGGGGGGSGAGATSGGDDLGANDELIPFQDEGGEEQEPSSDTASAQRDLDEVKSSLVNESENQSSSSDSEAERRPQPARDAFQKPRDYFAEVRRPQDGAFFKGGAYPGYPFLMIPDLSSPYLSNGPLSPGGARTYLQMKWPLLDVPSSATVKDTRSPSPAHLSNKVPVVQHPHHMHPLTPLITYSNDHFSPASPPTHLSPEIDPKTGIPRPPHPSELSPYYPLSPGAVGQIPHPLGWLVPQQGQPMYSLPPGGFRHPYPALAMNASMSSLVSSRFPHMVAPAHPGLPTSG.... Result: 0 (no interaction). The miRNA is hsa-miR-8080 with sequence GAAGGACACUGGUGUCAACGGCU. (9) The miRNA is hsa-miR-3616-3p with sequence CGAGGGCAUUUCAUGAUGCAGGC. The protein sequence of the target gene is MEAVVNLYQEVMKHADPRIQGYPLMGSPLLMTSILLTYVYFVLSLGPRIMANRKPFQLRGFMIVYNFSLVALSLYIVYEFLMSGWLSTYTWRCDPVDYSNSPEALRMVRVAWLFLFSKFIELMDTVIFILRKKDGQVTFLHVFHHSVLPWSWWWGVKIAPGGMGSFHAMINSSVHVIMYLYYGLSAFGPVAQPYLWWKKHMTAIQLIQFVLVSLHISQYYFMSSCNYQYPVIIHLIWMYGTIFFMLFSNFWYHSYTKGKRLPRALQQNGAPGIAKVKAN. Result: 1 (interaction). (10) The miRNA is hsa-miR-6867-5p with sequence UGUGUGUGUAGAGGAAGAAGGGA. The protein sequence of the target gene is MLCRAACSAGRRLGPAASTAGSRHKHSLPDLPYDYGALEPHINAQIMQLHHSKHHATYVNNLNVTEEKYHEALAKGDVTTQVALQPALKFNGGGHINHSIFWTNLSPKGGGEPKGELLEAIKRDFGSFEKFKEKLTAVSVGVQGSGWGWLGFNKEQGRLQIAACSNQDPLQGTTGLIPLLGIDVWEHAYYLQYKNVRPDYLKAIWNVINWENVSQRYIVCKK. Result: 0 (no interaction).